From a dataset of Forward reaction prediction with 1.9M reactions from USPTO patents (1976-2016). Predict the product of the given reaction. (1) Given the reactants CO[Na].[Na].[F:5][C:6]([F:13])([F:12])[C:7]([O:9]CC)=O.[C:14]1([CH3:23])[CH:19]=[CH:18][C:17]([C:20](=[O:22])[CH3:21])=[CH:16][CH:15]=1, predict the reaction product. The product is: [F:13][C:6]([F:5])([F:12])[C:7](=[O:9])[CH2:21][C:20]([C:17]1[CH:18]=[CH:19][C:14]([CH3:23])=[CH:15][CH:16]=1)=[O:22]. (2) Given the reactants [CH3:1][S:2][C:3]1[CH:8]=[CH:7][C:6]([CH2:9]Cl)=[CH:5][C:4]=1[S:11][CH3:12].[C-:13]#[N:14].[K+], predict the reaction product. The product is: [CH3:12][S:11][C:4]1[CH:5]=[C:6]([CH:7]=[CH:8][C:3]=1[S:2][CH3:1])[CH2:9][C:13]#[N:14]. (3) Given the reactants [Br:1][C:2]1[C:3]([N:10]([CH:12]2[CH2:17][CH2:16][CH2:15][CH2:14][CH2:13]2)[NH2:11])=[N:4][C:5]([C:8]#[N:9])=[N:6][CH:7]=1.[Cl:18][CH2:19][C:20]1[CH:28]=[CH:27][C:23]([C:24](Cl)=[O:25])=[CH:22][CH:21]=1.CCN(C(C)C)C(C)C, predict the reaction product. The product is: [Br:1][C:2]1[C:3]([N:10]([CH:12]2[CH2:13][CH2:14][CH2:15][CH2:16][CH2:17]2)[NH:11][C:24](=[O:25])[C:23]2[CH:27]=[CH:28][C:20]([CH2:19][Cl:18])=[CH:21][CH:22]=2)=[N:4][C:5]([C:8]#[N:9])=[N:6][CH:7]=1. (4) Given the reactants Br[CH2:2][C:3]([NH:5][C:6]1[CH:11]=[CH:10][CH:9]=[C:8]([F:12])[CH:7]=1)=[O:4].[OH-].[Na+].[N+:15]([C:18]1[CH:22]=[CH:21][NH:20][N:19]=1)([O-:17])=[O:16].S([O-])([O-])(=O)=O.C([N+](CCCC)(CCCC)CCCC)CCC.C([N+](CCCC)(CCCC)CCCC)CCC, predict the reaction product. The product is: [F:12][C:8]1[CH:7]=[C:6]([NH:5][C:3](=[O:4])[CH2:2][N:20]2[CH:21]=[CH:22][C:18]([N+:15]([O-:17])=[O:16])=[N:19]2)[CH:11]=[CH:10][CH:9]=1.